From a dataset of Forward reaction prediction with 1.9M reactions from USPTO patents (1976-2016). Predict the product of the given reaction. (1) Given the reactants [C:1]([C:5]1[CH:10]=[CH:9][C:8]([N:11]2[C:15](=[O:16])[C:14](=[C:17]([NH:19][NH:20][C:21]([C:23]3[S:24][C:25]([C:28]([O:30]C)=[O:29])=[CH:26][CH:27]=3)=[O:22])[CH3:18])[C:13]([CH3:32])=[N:12]2)=[CH:7][CH:6]=1)([CH3:4])([CH3:3])[CH3:2].[OH-].[Na+].Cl, predict the reaction product. The product is: [C:1]([C:5]1[CH:6]=[CH:7][C:8]([N:11]2[C:15](=[O:16])[C:14](=[C:17]([NH:19][NH:20][C:21]([C:23]3[S:24][C:25]([C:28]([OH:30])=[O:29])=[CH:26][CH:27]=3)=[O:22])[CH3:18])[C:13]([CH3:32])=[N:12]2)=[CH:9][CH:10]=1)([CH3:2])([CH3:3])[CH3:4]. (2) Given the reactants COC1C=CC(C[N:8]([C:16]2[S:17][C:18]([C:22]3[CH:23]=[C:24]4[C:29](=[CH:30][CH:31]=3)[CH:28]=[N:27][CH:26]=[CH:25]4)=[C:19]([Cl:21])[N:20]=2)C(=O)OC(C)(C)C)=CC=1, predict the reaction product. The product is: [Cl:21][C:19]1[N:20]=[C:16]([NH2:8])[S:17][C:18]=1[C:22]1[CH:23]=[C:24]2[C:29](=[CH:30][CH:31]=1)[CH:28]=[N:27][CH:26]=[CH:25]2. (3) Given the reactants [OH:1][CH2:2][CH2:3][C:4]1[CH:9]=[CH:8][C:7]([CH2:10][CH:11]([O:17][CH:18]([CH3:20])[CH3:19])[C:12]([O:14]CC)=[O:13])=[CH:6][CH:5]=1.[Cl:21][C:22]1[CH:27]=[CH:26][C:25]([N:28]=[C:29]=[O:30])=[CH:24][CH:23]=1, predict the reaction product. The product is: [Cl:21][C:22]1[CH:27]=[CH:26][C:25]([NH:28][C:29]([O:1][CH2:2][CH2:3][C:4]2[CH:5]=[CH:6][C:7]([CH2:10][CH:11]([O:17][CH:18]([CH3:19])[CH3:20])[C:12]([OH:14])=[O:13])=[CH:8][CH:9]=2)=[O:30])=[CH:24][CH:23]=1. (4) Given the reactants [CH:1]([NH:3][C@@H:4]1[CH2:9][C@H:8]([N:10]([CH:12]([CH3:14])[CH3:13])[CH3:11])[CH2:7][CH2:6][C@@H:5]1[N:15]1[CH2:19][CH2:18][C@H:17]([NH:20]C(=O)OCC2C=CC=CC=2)[C:16]1=[O:31])=[O:2], predict the reaction product. The product is: [NH2:20][C@H:17]1[CH2:18][CH2:19][N:15]([C@H:5]2[CH2:6][CH2:7][C@@H:8]([N:10]([CH:12]([CH3:14])[CH3:13])[CH3:11])[CH2:9][C@H:4]2[NH:3][CH:1]=[O:2])[C:16]1=[O:31].